From a dataset of Catalyst prediction with 721,799 reactions and 888 catalyst types from USPTO. Predict which catalyst facilitates the given reaction. (1) Reactant: [C:1](Cl)(Cl)=[S:2].[NH2:5][C:6]1[CH:13]=[CH:12][C:9]([C:10]#[N:11])=[CH:8][C:7]=1[Cl:14]. Product: [Cl:14][C:7]1[CH:8]=[C:9]([CH:12]=[CH:13][C:6]=1[N:5]=[C:1]=[S:2])[C:10]#[N:11]. The catalyst class is: 6. (2) Reactant: Cl[C:2]1[C:11]2[C:6](=[CH:7][CH:8]=[C:9]([NH:12][C:13](=[O:15])[CH3:14])[CH:10]=2)[N:5]=[CH:4][CH:3]=1.[S-2:16].[Na+].[Na+].Br[C:20]1([C:24]([O:26][CH2:27][CH3:28])=[O:25])[CH2:23][CH2:22][CH2:21]1.C(=O)([O-])[O-].[Cs+].[Cs+]. Product: [C:13]([NH:12][C:9]1[CH:10]=[C:11]2[C:6](=[CH:7][CH:8]=1)[N:5]=[CH:4][CH:3]=[C:2]2[S:16][C:20]1([C:24]([O:26][CH2:27][CH3:28])=[O:25])[CH2:23][CH2:22][CH2:21]1)(=[O:15])[CH3:14]. The catalyst class is: 9. (3) Reactant: [CH2:1]([N:8]1[CH2:13][CH2:12][C:11]([C:22]2[CH:27]=[CH:26][C:25]([OH:28])=[CH:24][CH:23]=2)([C:14]2[CH:19]=[CH:18][CH:17]=[C:16]([O:20][CH3:21])[CH:15]=2)[CH2:10][CH2:9]1)[C:2]1[CH:7]=[CH:6][CH:5]=[CH:4][CH:3]=1.N1C=CC=CC=1.[S:35](O[S:35]([C:38]([F:41])([F:40])[F:39])(=[O:37])=[O:36])([C:38]([F:41])([F:40])[F:39])(=[O:37])=[O:36].C([O-])(O)=O.[Na+]. Product: [CH2:1]([N:8]1[CH2:9][CH2:10][C:11]([C:22]2[CH:27]=[CH:26][C:25]([O:28][S:35]([C:38]([F:41])([F:40])[F:39])(=[O:37])=[O:36])=[CH:24][CH:23]=2)([C:14]2[CH:19]=[CH:18][CH:17]=[C:16]([O:20][CH3:21])[CH:15]=2)[CH2:12][CH2:13]1)[C:2]1[CH:7]=[CH:6][CH:5]=[CH:4][CH:3]=1. The catalyst class is: 2. (4) Reactant: [CH3:1][O:2][C:3]1[CH:4]=[C:5]([CH:16]=[CH:17][CH:18]=1)[O:6][CH2:7][CH2:8][CH2:9][CH2:10][CH2:11][CH2:12][CH2:13][CH2:14][NH2:15].Cl[C:20]1[C:29]2[C:24](=[CH:25][CH:26]=[CH:27][CH:28]=2)[N:23]=[CH:22][CH:21]=1.C(OCCCOCCCCCCCCNC1C2C(=CC=CC=2)N=CC=1)C. Product: [CH3:1][O:2][C:3]1[CH:4]=[C:5]([CH:16]=[CH:17][CH:18]=1)[O:6][CH2:7][CH2:8][CH2:9][CH2:10][CH2:11][CH2:12][CH2:13][CH2:14][NH:15][C:20]1[C:29]2[C:24](=[CH:25][CH:26]=[CH:27][CH:28]=2)[N:23]=[CH:22][CH:21]=1. The catalyst class is: 37. (5) Reactant: [N:1]([C@@H:4]1[C@H:9]([NH:10][C:11]([C:13]2[NH:14][C:15]([CH3:20])=[C:16]([Cl:19])[C:17]=2[Cl:18])=[O:12])[CH2:8][CH2:7][N:6]([C:21]([O:23][CH2:24][C:25]2[CH:30]=[CH:29][CH:28]=[CH:27][CH:26]=2)=[O:22])[CH2:5]1)=[N+:2]=[N-:3].[Br:31][CH:32](Cl)[CH2:33]S(Cl)(=O)=O. Product: [Br:31][C:32]1[N:3]=[N:2][N:1]([C@@H:4]2[C@H:9]([NH:10][C:11]([C:13]3[NH:14][C:15]([CH3:20])=[C:16]([Cl:19])[C:17]=3[Cl:18])=[O:12])[CH2:8][CH2:7][N:6]([C:21]([O:23][CH2:24][C:25]3[CH:30]=[CH:29][CH:28]=[CH:27][CH:26]=3)=[O:22])[CH2:5]2)[CH:33]=1. The catalyst class is: 225.